Dataset: Full USPTO retrosynthesis dataset with 1.9M reactions from patents (1976-2016). Task: Predict the reactants needed to synthesize the given product. (1) Given the product [Br:60][C:57]1[CH:58]=[CH:59][C:54]([NH:53][C:51]2[N:23]([CH3:24])[C:18]3[CH:19]=[C:20]([O:21][CH3:22])[C:15]([O:14][C:12]4[CH:11]=[CH:10][N:9]=[C:8]([C:6]([OH:5])=[O:7])[CH:13]=4)=[CH:16][C:17]=3[N:25]=2)=[CH:55][C:56]=1[CH3:61], predict the reactants needed to synthesize it. The reactants are: C([O:5][C:6]([C:8]1[CH:13]=[C:12]([O:14][C:15]2[C:20]([O:21][CH3:22])=[CH:19][C:18]([NH:23][CH3:24])=[C:17]([NH2:25])[CH:16]=2)[CH:11]=[CH:10][N:9]=1)=[O:7])(C)(C)C.NC(N)=S.IC.C(OC(C1C=C(OC2C=CC3N(C)[C:51]([NH:53][C:54]4[CH:59]=[CH:58][C:57]([Br:60])=[C:56]([CH3:61])[CH:55]=4)=NC=3C=2)C=CN=1)=O)(C)(C)C.FC(F)(F)C(O)=O. (2) Given the product [O:12]=[C:6]1[C:5]2[CH:13]=[CH:14][O:15][C:4]=2[C:3]2[C:2]([NH:16][C:17]3[CH:31]=[CH:30][C:20]([NH:21][C:22](=[O:29])[C:23]4[CH:28]=[CH:27][CH:26]=[CH:25][CH:24]=4)=[CH:19][CH:18]=3)=[CH:11][CH:10]=[N:9][C:8]=2[NH:7]1, predict the reactants needed to synthesize it. The reactants are: Cl[C:2]1[C:3]2[C:4]3[O:15][CH:14]=[CH:13][C:5]=3[C:6](=[O:12])[NH:7][C:8]=2[N:9]=[CH:10][CH:11]=1.[NH2:16][C:17]1[CH:31]=[CH:30][C:20]([NH:21][C:22](=[O:29])[C:23]2[CH:28]=[CH:27][CH:26]=[CH:25][CH:24]=2)=[CH:19][CH:18]=1. (3) Given the product [OH:2][CH2:1][C:3]1[N:4]([CH:8]2[CH2:9][CH2:10][N:11]([C:14]([O:16][C:17]([CH3:20])([CH3:19])[CH3:18])=[O:15])[CH2:12][CH2:13]2)[CH:5]=[CH:6][N:7]=1, predict the reactants needed to synthesize it. The reactants are: [CH:1]([C:3]1[N:4]([CH:8]2[CH2:13][CH2:12][N:11]([C:14]([O:16][C:17]([CH3:20])([CH3:19])[CH3:18])=[O:15])[CH2:10][CH2:9]2)[CH:5]=[CH:6][N:7]=1)=[O:2].[BH4-].[Na+]. (4) The reactants are: C([O:4][C:5]1[CH:22]=[CH:21][C:20]2[C@@H:19]3[C@H:10]([C@H:11]4[C@@:15]([CH2:17][CH:18]3[CH2:23][CH2:24][CH2:25][CH2:26][CH2:27][Cl:28])([CH3:16])[C:14](=[O:29])[CH:13](Br)[CH2:12]4)[CH2:9][CH2:8][C:7]=2[CH:6]=1)(=O)C.[OH2:31].[OH-].[Na+].Cl. Given the product [Cl:28][CH2:27][CH2:26][CH2:25][CH2:24][CH2:23][CH:18]1[CH2:17][C@@:15]2([CH3:16])[C@@H:11]([CH2:12][CH:13]([OH:31])[C:14]2=[O:29])[C@H:10]2[C@H:19]1[C:20]1[CH:21]=[CH:22][C:5]([OH:4])=[CH:6][C:7]=1[CH2:8][CH2:9]2, predict the reactants needed to synthesize it. (5) The reactants are: I[C:2]1[N:6]([C:7]2[CH:12]=[CH:11][C:10]([C:13]([N:15]3[CH2:20][CH2:19][N:18]([CH3:21])[CH2:17][CH2:16]3)=[O:14])=[CH:9][CH:8]=2)[N:5]=[C:4]([C:22]2[CH:31]=[CH:30][C:25]([C:26]([O:28][CH3:29])=[O:27])=[CH:24][CH:23]=2)[CH:3]=1.[C:32]([C:36]1[CH:37]=[C:38](B2OC(C)(C)C(C)(C)O2)[CH:39]=[C:40]([C:42]([CH3:45])([CH3:44])[CH3:43])[CH:41]=1)([CH3:35])([CH3:34])[CH3:33].C(=O)([O-])[O-].[K+].[K+].C1COCC1. Given the product [C:32]([C:36]1[CH:37]=[C:38]([C:2]2[N:6]([C:7]3[CH:8]=[CH:9][C:10]([C:13]([N:15]4[CH2:16][CH2:17][N:18]([CH3:21])[CH2:19][CH2:20]4)=[O:14])=[CH:11][CH:12]=3)[N:5]=[C:4]([C:22]3[CH:31]=[CH:30][C:25]([C:26]([O:28][CH3:29])=[O:27])=[CH:24][CH:23]=3)[CH:3]=2)[CH:39]=[C:40]([C:42]([CH3:45])([CH3:44])[CH3:43])[CH:41]=1)([CH3:35])([CH3:34])[CH3:33], predict the reactants needed to synthesize it. (6) Given the product [Cl:18][C:16]1[CH:17]=[C:12]2[CH:11]=[C:10]([CH2:9][OH:8])[N:19]([CH2:20][CH2:21][CH:22]3[CH2:23][S:24](=[O:26])(=[O:27])[CH2:25]3)[C:13]2=[N:14][CH:15]=1, predict the reactants needed to synthesize it. The reactants are: [Si]([O:8][CH2:9][C:10]1[N:19]([CH2:20][CH2:21][CH:22]2[CH2:25][S:24](=[O:27])(=[O:26])[CH2:23]2)[C:13]2=[N:14][CH:15]=[C:16]([Cl:18])[CH:17]=[C:12]2[CH:11]=1)(C(C)(C)C)(C)C.Cl.C(=O)(O)[O-].[Na+]. (7) Given the product [N:12]1([CH2:18][CH2:19][NH:20][C:21]([C:23]2[NH:24][C:25]([CH:28]=[C:10]3[C:3]4[C:2]([Cl:1])=[N:7][CH:6]=[N:5][C:4]=4[NH:8][C:9]3=[O:11])=[CH:26][CH:27]=2)=[O:22])[CH2:17][CH2:16][O:15][CH2:14][CH2:13]1, predict the reactants needed to synthesize it. The reactants are: [Cl:1][C:2]1[C:3]2[CH2:10][C:9](=[O:11])[NH:8][C:4]=2[N:5]=[CH:6][N:7]=1.[N:12]1([CH2:18][CH2:19][NH:20][C:21]([C:23]2[NH:24][C:25]([CH:28]=O)=[CH:26][CH:27]=2)=[O:22])[CH2:17][CH2:16][O:15][CH2:14][CH2:13]1.C(N(CC)CC)C. (8) Given the product [Cl:25][C:19]1[C:18]([CH3:26])=[C:17]([C:14]2[CH:15]=[CH:16][N:12]([CH2:11][C@@H:10]([NH:9][C:6]([C:4]3[N:3]=[CH:2][O:1][CH:5]=3)=[O:8])[CH3:27])[N:13]=2)[CH:24]=[CH:23][C:20]=1[C:21]#[N:22], predict the reactants needed to synthesize it. The reactants are: [O:1]1[CH:5]=[C:4]([C:6]([OH:8])=O)[N:3]=[CH:2]1.[NH2:9][C@@H:10]([CH3:27])[CH2:11][N:12]1[CH:16]=[CH:15][C:14]([C:17]2[CH:24]=[CH:23][C:20]([C:21]#[N:22])=[C:19]([Cl:25])[C:18]=2[CH3:26])=[N:13]1. (9) Given the product [CH2:25]([Sn:20]([CH2:16][CH2:17][CH2:18][CH3:19])([CH2:21][CH2:22][CH2:23][CH3:24])[C:7]1[CH:8]=[N:9][C:10]([N:13]([CH3:15])[CH3:14])=[N:11][CH:12]=1)[CH2:26][CH2:27][CH3:28], predict the reactants needed to synthesize it. The reactants are: C([Li])CCC.Br[C:7]1[CH:8]=[N:9][C:10]([N:13]([CH3:15])[CH3:14])=[N:11][CH:12]=1.[CH2:16]([Sn:20](Cl)([CH2:25][CH2:26][CH2:27][CH3:28])[CH2:21][CH2:22][CH2:23][CH3:24])[CH2:17][CH2:18][CH3:19].[F-].[K+].